Dataset: Full USPTO retrosynthesis dataset with 1.9M reactions from patents (1976-2016). Task: Predict the reactants needed to synthesize the given product. (1) The reactants are: B(F)(F)F.CCOCC.[CH2:10]([O:17][C@H:18]1[C@@H:23]([N:24]=[N+:25]=[N-:26])[C@@H:22]([CH2:27][O:28][CH2:29][C:30]2[CH:35]=[CH:34][CH:33]=[CH:32][CH:31]=2)[O:21][CH:20]=[CH:19]1)[C:11]1[CH:16]=[CH:15][CH:14]=[CH:13][CH:12]=1.[C:36]([OH:39])(=[O:38])[CH3:37].[C:40]([OH:43])(=[O:42])[CH3:41].IC1C=CC=CC=1.C(N(CC)CC)C. Given the product [C:36]([O:39][C@@H:19]1[C@@H:18]([O:17][CH2:10][C:11]2[CH:12]=[CH:13][CH:14]=[CH:15][CH:16]=2)[C@@H:23]([N:24]=[N+:25]=[N-:26])[C@@H:22]([CH2:27][O:28][CH2:29][C:30]2[CH:35]=[CH:34][CH:33]=[CH:32][CH:31]=2)[O:21][C@H:20]1[O:43][C:40](=[O:42])[CH3:41])(=[O:38])[CH3:37], predict the reactants needed to synthesize it. (2) Given the product [CH3:1][O:2][C:3]1[CH:8]=[C:7]([N+:9]([O-:11])=[O:10])[CH:6]=[CH:5][C:4]=1[NH:12][C:13]([NH:15][C:16]1[CH:21]=[CH:20][CH:19]=[CH:18][CH:17]=1)=[O:14], predict the reactants needed to synthesize it. The reactants are: [CH3:1][O:2][C:3]1[CH:8]=[C:7]([N+:9]([O-:11])=[O:10])[CH:6]=[CH:5][C:4]=1[N:12]=[C:13]=[O:14].[NH2:15][C:16]1[CH:21]=[CH:20][CH:19]=[CH:18][CH:17]=1. (3) Given the product [CH3:13][CH:14]1[CH2:19][CH:18]([CH3:20])[CH2:17][N:16]([CH2:5][C:4]2[CH:7]=[CH:8][C:9]([N+:10]([O-:12])=[O:11])=[C:2]([CH3:1])[CH:3]=2)[CH2:15]1, predict the reactants needed to synthesize it. The reactants are: [CH3:1][C:2]1[CH:3]=[C:4]([CH:7]=[CH:8][C:9]=1[N+:10]([O-:12])=[O:11])[CH2:5]Br.[CH3:13][CH:14]1[CH2:19][CH:18]([CH3:20])[CH2:17][NH:16][CH2:15]1.C(=O)([O-])[O-].[K+].[K+]. (4) Given the product [F:22][CH2:19][CH2:18][C:17]#[C:16][C:12]1[CH:11]=[C:10]2[C:15](=[CH:14][CH:13]=1)[N:7]([CH:2]1[CH2:3][CH2:4][CH2:5][CH2:6][O:1]1)[N:8]=[CH:9]2, predict the reactants needed to synthesize it. The reactants are: [O:1]1[CH2:6][CH2:5][CH2:4][CH2:3][CH:2]1[N:7]1[C:15]2[C:10](=[CH:11][C:12]([C:16]#[C:17][CH2:18][CH2:19]O)=[CH:13][CH:14]=2)[CH:9]=[N:8]1.[B-](F)(F)(F)[F:22].CCN([S+](F)F)CC.C([O-])(O)=O.[Na+]. (5) Given the product [CH2:28]([C:16]1[CH:15]=[C:14]([C:20]([F:22])([F:21])[F:23])[C:13]2[N:12]([CH3:24])[C@H:11]3[CH2:25][CH2:26][NH:8][CH2:9][C@H:10]3[C:18]=2[CH:17]=1)[CH:29]([CH3:31])[CH3:30], predict the reactants needed to synthesize it. The reactants are: C(OC([N:8]1[CH2:26][CH2:25][C@@H:11]2[N:12]([CH3:24])[C:13]3[C:14]([C:20]([F:23])([F:22])[F:21])=[CH:15][C:16](Br)=[CH:17][C:18]=3[C@@H:10]2[CH2:9]1)=O)(C)(C)C.[Br-].[CH2:28]([Zn+])[CH:29]([CH3:31])[CH3:30]. (6) Given the product [CH2:25]([O:32][C:33]1[CH:34]=[CH:35][C:36]([CH2:39][CH2:40][NH:41][C:13](=[O:14])[C:12]2[CH:16]=[CH:17][CH:18]=[C:10]([NH:9][C:7]([C:2]3[C:1]([C:19]4[CH:24]=[CH:23][CH:22]=[CH:21][CH:20]=4)=[CH:6][CH:5]=[CH:4][CH:3]=3)=[O:8])[CH:11]=2)=[CH:37][CH:38]=1)[C:26]1[CH:27]=[CH:28][CH:29]=[CH:30][CH:31]=1, predict the reactants needed to synthesize it. The reactants are: [C:1]1([C:19]2[CH:24]=[CH:23][CH:22]=[CH:21][CH:20]=2)[C:2]([C:7]([NH:9][C:10]2[CH:11]=[C:12]([CH:16]=[CH:17][CH:18]=2)[C:13](O)=[O:14])=[O:8])=[CH:3][CH:4]=[CH:5][CH:6]=1.[CH2:25]([O:32][C:33]1[CH:38]=[CH:37][C:36]([CH2:39][CH2:40][NH2:41])=[CH:35][CH:34]=1)[C:26]1[CH:31]=[CH:30][CH:29]=[CH:28][CH:27]=1.CN(C(ON1N=NC2C=CC=CC1=2)=[N+](C)C)C.[B-](F)(F)(F)F.C(N(C(C)C)C(C)C)C. (7) Given the product [Br:6][C:7]1[CH:8]=[C:9]([C:13]([O:15][CH3:16])=[O:14])[S:10][C:11]=1[I:17], predict the reactants needed to synthesize it. The reactants are: [Li]CCCC.[Br:6][C:7]1[CH:8]=[C:9]([C:13]([O:15][CH3:16])=[O:14])[S:10][C:11]=1Br.[I:17]I.